Task: Predict the product of the given reaction.. Dataset: Forward reaction prediction with 1.9M reactions from USPTO patents (1976-2016) (1) Given the reactants [C:1]([C:3]1[CH:29]=[CH:28][C:6]([O:7][CH2:8][C:9]2[CH:14]=[CH:13][C:12]([CH:15]3[CH2:20][CH2:19][N:18]([C:21](OC(C)(C)C)=O)[CH2:17][CH2:16]3)=[CH:11][N:10]=2)=[CH:5][C:4]=1[F:30])#[N:2].[CH2:31]([C:33]1[CH:34]=[N:35]C(Br)=[N:37][CH:38]=1)[CH3:32], predict the reaction product. The product is: [C:1]([C:3]1[CH:29]=[CH:28][C:6]([O:7][CH2:8][C:9]2[CH:14]=[CH:13][C:12]([CH:15]3[CH2:16][CH2:17][N:18]([C:21]4[N:37]=[CH:38][C:33]([CH2:31][CH3:32])=[CH:34][N:35]=4)[CH2:19][CH2:20]3)=[CH:11][N:10]=2)=[CH:5][C:4]=1[F:30])#[N:2]. (2) Given the reactants [CH3:1][N:2]([O:41]CC1C=CC=CC=1)[C:3]([CH2:5][N:6]1[CH2:14][CH2:13][N:12]([CH2:15][C:16](=[O:27])[N:17]([O:19]CC2C=CC=CC=2)[CH3:18])[CH2:11][CH2:10][N:9]([CH2:28][C:29](=[O:40])[N:30]([O:32]CC2C=CC=CC=2)[CH3:31])[CH2:8][CH2:7]1)=[O:4], predict the reaction product. The product is: [CH3:1][N:2]([OH:41])[C:3]([CH2:5][N:6]1[CH2:7][CH2:8][N:9]([CH2:28][C:29](=[O:40])[N:30]([OH:32])[CH3:31])[CH2:10][CH2:11][N:12]([CH2:15][C:16](=[O:27])[N:17]([OH:19])[CH3:18])[CH2:13][CH2:14]1)=[O:4]. (3) Given the reactants [N:1]1[CH:6]=[CH:5][CH:4]=[N:3][C:2]=1[N:7]1[CH2:12][CH2:11][N:10]([C:13]2[CH:18]=[CH:17][C:16]([C:19]3[S:23][C:22]([C:24]4[CH:33]=[CH:32][C:27]([C:28]([O:30]C)=[O:29])=[CH:26][CH:25]=4)=[N:21][N:20]=3)=[CH:15][CH:14]=2)[CH2:9][CH2:8]1.[OH-].[Na+].C(O)C.Cl, predict the reaction product. The product is: [N:3]1[CH:4]=[CH:5][CH:6]=[N:1][C:2]=1[N:7]1[CH2:12][CH2:11][N:10]([C:13]2[CH:14]=[CH:15][C:16]([C:19]3[S:23][C:22]([C:24]4[CH:33]=[CH:32][C:27]([C:28]([OH:30])=[O:29])=[CH:26][CH:25]=4)=[N:21][N:20]=3)=[CH:17][CH:18]=2)[CH2:9][CH2:8]1. (4) Given the reactants [F:1][C:2]1[C:3]([CH3:10])=[C:4]([NH:8]N)[CH:5]=[CH:6][CH:7]=1.[C:11]([O:16][CH2:17][CH3:18])(=[O:15])[C:12]([CH3:14])=O.C1(C)C=CC(S(O)(=O)=O)=CC=1.C(=O)([O-])O.[Na+], predict the reaction product. The product is: [CH2:17]([O:16][C:11]([C:12]1[NH:8][C:4]2[C:5]([CH:14]=1)=[CH:6][CH:7]=[C:2]([F:1])[C:3]=2[CH3:10])=[O:15])[CH3:18]. (5) Given the reactants [C:1]([C:5]1[CH:9]=[C:8]([NH:10][C:11]([NH:13][C:14]2[CH:19]=[CH:18][CH:17]=[C:16]([Cl:20])[C:15]=2[Cl:21])=[O:12])[N:7]([C:22]2[CH:31]=[C:30]3[C:25]([CH2:26][C@@H:27]([C:39](=[O:41])[NH2:40])[N:28](C(OC(C)(C)C)=O)[CH2:29]3)=[CH:24][CH:23]=2)[N:6]=1)([CH3:4])([CH3:3])[CH3:2], predict the reaction product. The product is: [C:1]([C:5]1[CH:9]=[C:8]([NH:10][C:11]([NH:13][C:14]2[CH:19]=[CH:18][CH:17]=[C:16]([Cl:20])[C:15]=2[Cl:21])=[O:12])[N:7]([C:22]2[CH:31]=[C:30]3[C:25]([CH2:26][C@@H:27]([C:39](=[O:41])[NH2:40])[NH:28][CH2:29]3)=[CH:24][CH:23]=2)[N:6]=1)([CH3:4])([CH3:2])[CH3:3]. (6) Given the reactants [NH2:1][C:2]1[CH:12]=[CH:11][C:5]([C:6]([O:8][CH2:9]C)=[O:7])=[CH:4][CH:3]=1.[C:13]1([CH:19]2[CH2:24][C:23](=[O:25])[O:22][C:20]2=[O:21])[CH:18]=[CH:17][CH:16]=[CH:15][CH:14]=1.CC#N, predict the reaction product. The product is: [CH3:9][O:8][C:6]([C:5]1[CH:11]=[CH:12][C:2]([NH:1][C:20](=[O:21])[CH:19]([C:13]2[CH:18]=[CH:17][CH:16]=[CH:15][CH:14]=2)[CH2:24][C:23]([OH:25])=[O:22])=[CH:3][CH:4]=1)=[O:7].